This data is from Forward reaction prediction with 1.9M reactions from USPTO patents (1976-2016). The task is: Predict the product of the given reaction. (1) Given the reactants [Cl:1][C:2]1[CH:11]=[CH:10][C:9]2[N:8]=[C:7]3[C:12](=[O:16])[O:13][C:14](=[O:15])[C:6]3=[C:5]([C:17]3[CH:22]=[CH:21][CH:20]=[CH:19][CH:18]=3)[C:4]=2[CH:3]=1.[CH3:23][NH2:24], predict the reaction product. The product is: [Cl:1][C:2]1[CH:3]=[C:4]2[C:9](=[CH:10][CH:11]=1)[N:8]=[C:7]([C:12](=[O:16])[NH:24][CH3:23])[C:6]([C:14]([OH:13])=[O:15])=[C:5]2[C:17]1[CH:18]=[CH:19][CH:20]=[CH:21][CH:22]=1. (2) Given the reactants Br[C:2]1[S:6][C:5]([S:7]([NH:10][CH3:11])(=[O:9])=[O:8])=[CH:4][CH:3]=1.[CH3:12][C:13]1([CH3:29])[C:17]([CH3:19])([CH3:18])[O:16][B:15]([B:15]2[O:16][C:17]([CH3:19])([CH3:18])[C:13]([CH3:29])([CH3:12])[O:14]2)[O:14]1.CC(O[K])=O, predict the reaction product. The product is: [CH3:11][NH:10][S:7]([C:5]1[S:6][C:2]([B:15]2[O:16][C:17]([CH3:19])([CH3:18])[C:13]([CH3:29])([CH3:12])[O:14]2)=[CH:3][CH:4]=1)(=[O:9])=[O:8]. (3) Given the reactants [F:1][C:2]([F:21])([F:20])[O:3][C:4]1[CH:19]=[CH:18][C:7]([O:8][CH:9]2[CH2:12][N:11]([CH2:13][CH2:14][C:15](O)=[O:16])[CH2:10]2)=[CH:6][CH:5]=1.S(Cl)([Cl:24])=O, predict the reaction product. The product is: [F:1][C:2]([F:21])([F:20])[O:3][C:4]1[CH:19]=[CH:18][C:7]([O:8][CH:9]2[CH2:12][N:11]([CH2:13][CH2:14][C:15]([Cl:24])=[O:16])[CH2:10]2)=[CH:6][CH:5]=1. (4) Given the reactants [OH-].[NH4+:2].[CH3:3][CH:4]([CH3:20])[CH2:5][N:6]1[C:18]2[C:17]3[N:16]=[CH:15][CH:14]=[CH:13][C:12]=3[N+:11]([O-])=[CH:10][C:9]=2[N:8]=[CH:7]1.C1(S(Cl)(=O)=O)C=CC=CC=1.[OH-].[Na+], predict the reaction product. The product is: [CH3:3][CH:4]([CH3:20])[CH2:5][N:6]1[C:18]2[C:17]3[N:16]=[CH:15][CH:14]=[CH:13][C:12]=3[N:11]=[C:10]([NH2:2])[C:9]=2[N:8]=[CH:7]1. (5) Given the reactants [C:1]([N:5]1[CH:17]=[C:16]2[C:7]([C:8](=[O:18])[NH:9][C:10]3[CH:11]=[CH:12][CH:13]=[CH:14][C:15]=32)=[N:6]1)([CH3:4])([CH3:3])[CH3:2].CN(C)[CH2:21][CH2:22]N(C)C.C([Li])CCC.C(I)C, predict the reaction product. The product is: [C:1]([N:5]1[C:17]([CH2:21][CH3:22])=[C:16]2[C:7]([C:8](=[O:18])[NH:9][C:10]3[CH:11]=[CH:12][CH:13]=[CH:14][C:15]=32)=[N:6]1)([CH3:4])([CH3:2])[CH3:3].